This data is from Forward reaction prediction with 1.9M reactions from USPTO patents (1976-2016). The task is: Predict the product of the given reaction. Given the reactants [CH3:1][O:2][Sn:3]([CH2:12][CH2:13][CH2:14][CH3:15])([CH2:8][CH2:9][CH2:10][CH3:11])[CH2:4][CH2:5][CH2:6][CH3:7].C(OC1[C:29]2[C:24](=[CH:25][C:26]([Cl:30])=[CH:27][CH:28]=2)[CH2:23][CH2:22][CH:21]=1)(=O)C, predict the reaction product. The product is: [Cl:30][C:26]1[CH:25]=[C:24]2[C:29](=[CH:28][CH:27]=1)[C:1]([O:2][Sn:3]([CH2:8][CH2:9][CH2:10][CH3:11])([CH2:4][CH2:5][CH2:6][CH3:7])[CH2:12][CH2:13][CH2:14][CH3:15])=[CH:21][CH2:22][CH2:23]2.